From a dataset of TCR-epitope binding with 47,182 pairs between 192 epitopes and 23,139 TCRs. Binary Classification. Given a T-cell receptor sequence (or CDR3 region) and an epitope sequence, predict whether binding occurs between them. (1) The epitope is VSFIEFVGW. The TCR CDR3 sequence is CASSQGQSSYEQYF. Result: 0 (the TCR does not bind to the epitope). (2) The epitope is EEHVQIHTI. The TCR CDR3 sequence is CASSFSGSFDNEQFF. Result: 1 (the TCR binds to the epitope).